This data is from TCR-epitope binding with 47,182 pairs between 192 epitopes and 23,139 TCRs. The task is: Binary Classification. Given a T-cell receptor sequence (or CDR3 region) and an epitope sequence, predict whether binding occurs between them. (1) The epitope is GILGFVFTL. The TCR CDR3 sequence is CASSEGVDYEQYV. Result: 0 (the TCR does not bind to the epitope). (2) Result: 1 (the TCR binds to the epitope). The epitope is KLWAQCVQL. The TCR CDR3 sequence is CASSRTSGTDYNEQFF. (3) The epitope is ILHCANFNV. The TCR CDR3 sequence is CASSARTGVGYGYTF. Result: 0 (the TCR does not bind to the epitope). (4) The epitope is LPRRSGAAGA. The TCR CDR3 sequence is CASSTIAGGYNEQFF. Result: 0 (the TCR does not bind to the epitope). (5) The epitope is DPFRLLQNSQVFS. The TCR CDR3 sequence is CASSLDTGRNSPLHF. Result: 1 (the TCR binds to the epitope). (6) The epitope is ILGLPTQTV. The TCR CDR3 sequence is CSVEYSSGLGNEQFF. Result: 1 (the TCR binds to the epitope). (7) The epitope is LPAADLDDF. The TCR CDR3 sequence is CASSLIRDVTLANTGELFF. Result: 1 (the TCR binds to the epitope). (8) The epitope is IPIQASLPF. The TCR CDR3 sequence is CASSSTGGGGAEAFF. Result: 0 (the TCR does not bind to the epitope).